This data is from Forward reaction prediction with 1.9M reactions from USPTO patents (1976-2016). The task is: Predict the product of the given reaction. (1) Given the reactants [OH:1][CH2:2][C:3]1[CH:8]=[CH:7][C:6](B(O)O)=[CH:5][CH:4]=1.Br[C:13]1[CH:18]=[CH:17][C:16]([O:19][CH2:20][CH:21]2[CH2:26][CH2:25][N:24]([C:27]([O:29][CH:30]([CH3:32])[CH3:31])=[O:28])[CH2:23][CH2:22]2)=[CH:15][CH:14]=1, predict the reaction product. The product is: [OH:1][CH2:2][C:3]1[CH:8]=[CH:7][C:6]([C:13]2[CH:14]=[CH:15][C:16]([O:19][CH2:20][CH:21]3[CH2:22][CH2:23][N:24]([C:27]([O:29][CH:30]([CH3:32])[CH3:31])=[O:28])[CH2:25][CH2:26]3)=[CH:17][CH:18]=2)=[CH:5][CH:4]=1. (2) Given the reactants BrC1C=CC=CC=1N[N:9]=[C:10]([C:13]#[N:14])[C:11]#[N:12].[Br:15][C:16]1[CH:22]=[CH:21][CH:20]=[CH:19][C:17]=1[NH2:18].C(#N)CC#N.O.[NH2:29][NH2:30], predict the reaction product. The product is: [Br:15][C:16]1[CH:22]=[CH:21][CH:20]=[CH:19][C:17]=1[NH:18][N:9]=[C:10]1[C:11]([NH2:12])=[N:30][N:29]=[C:13]1[NH2:14].